This data is from Peptide-MHC class I binding affinity with 185,985 pairs from IEDB/IMGT. The task is: Regression. Given a peptide amino acid sequence and an MHC pseudo amino acid sequence, predict their binding affinity value. This is MHC class I binding data. (1) The peptide sequence is ELVRYIELV. The MHC is HLA-A02:01 with pseudo-sequence HLA-A02:01. The binding affinity (normalized) is 0.476. (2) The MHC is HLA-A24:03 with pseudo-sequence HLA-A24:03. The peptide sequence is TMMRHRREL. The binding affinity (normalized) is 0.0847. (3) The peptide sequence is IHSDQLSKF. The MHC is HLA-A68:02 with pseudo-sequence HLA-A68:02. The binding affinity (normalized) is 0.0847.